From a dataset of Reaction yield outcomes from USPTO patents with 853,638 reactions. Predict the reaction yield, written as a fraction of the theoretical maximum amount of product (1.0 means a 100% yield; for example, 0.34 means a 34% yield). (1) The reactants are [CH2:1]([O:3][CH:4]([O:19][CH2:20][CH3:21])[C@@H:5]([NH:7][CH2:8][C:9]1[CH:18]=[CH:17][CH:16]=[C:15]2[C:10]=1[N:11]=[CH:12][CH:13]=[N:14]2)[CH3:6])[CH3:2].[CH:22]1[C:34]2[CH:33]([CH2:35][O:36][C:37]([NH:39][C@@H:40]([CH2:44][C:45]3[CH:50]=[CH:49][C:48]([O:51][C:52]([CH3:55])([CH3:54])[CH3:53])=[CH:47][CH:46]=3)[C:41](O)=[O:42])=[O:38])[C:32]3[C:27](=[CH:28][CH:29]=[CH:30][CH:31]=3)[C:26]=2[CH:25]=[CH:24][CH:23]=1. No catalyst specified. The product is [C:52]([O:51][C:48]1[CH:47]=[CH:46][C:45]([CH2:44][C@H:40]([NH:39][C:37](=[O:38])[O:36][CH2:35][CH:33]2[C:34]3[CH:22]=[CH:23][CH:24]=[CH:25][C:26]=3[C:27]3[C:32]2=[CH:31][CH:30]=[CH:29][CH:28]=3)[C:41]([N:7]([C@@H:5]([CH3:6])[CH:4]([O:19][CH2:20][CH3:21])[O:3][CH2:1][CH3:2])[CH2:8][C:9]2[CH:18]=[CH:17][CH:16]=[C:15]3[C:10]=2[N:11]=[CH:12][CH:13]=[N:14]3)=[O:42])=[CH:50][CH:49]=1)([CH3:55])([CH3:53])[CH3:54]. The yield is 0.480. (2) The yield is 0.960. The reactants are [N:1]1([C:10](=[O:12])[CH3:11])[C:9]2[C:4](=[CH:5][CH:6]=[CH:7][CH:8]=2)[CH2:3][CH2:2]1.[Br:13]Br. The catalyst is C(O)(=O)C. The product is [Br:13][C:6]1[CH:5]=[C:4]2[C:9](=[CH:8][CH:7]=1)[N:1]([C:10](=[O:12])[CH3:11])[CH2:2][CH2:3]2.